Dataset: Catalyst prediction with 721,799 reactions and 888 catalyst types from USPTO. Task: Predict which catalyst facilitates the given reaction. Reactant: C[C@@H]([O:9][C:10]([C:12]1[CH:17]=[CH:16][C:15]([C:18]2[CH:23]=[CH:22][C:21]([O:24][C@@H:25]3[CH2:29][CH2:28][O:27][CH2:26]3)=[CH:20][CH:19]=2)=[CH:14][CH:13]=1)=[O:11])CCCCCC.[OH-].[Li+]. Product: [O:27]1[CH2:28][CH2:29][C@@H:25]([O:24][C:21]2[CH:20]=[CH:19][C:18]([C:15]3[CH:16]=[CH:17][C:12]([C:10]([OH:11])=[O:9])=[CH:13][CH:14]=3)=[CH:23][CH:22]=2)[CH2:26]1. The catalyst class is: 7.